Dataset: Peptide-MHC class II binding affinity with 134,281 pairs from IEDB. Task: Regression. Given a peptide amino acid sequence and an MHC pseudo amino acid sequence, predict their binding affinity value. This is MHC class II binding data. (1) The peptide sequence is FDKFLANVSTVLTGK. The MHC is DRB1_0401 with pseudo-sequence DRB1_0401. The binding affinity (normalized) is 0.568. (2) The peptide sequence is NYLALLVKYVNGDGD. The MHC is DRB1_1302 with pseudo-sequence DRB1_1302. The binding affinity (normalized) is 0.127. (3) The peptide sequence is MNILLQYVVKSFD. The MHC is DRB1_0401 with pseudo-sequence DRB1_0401. The binding affinity (normalized) is 0.471. (4) The peptide sequence is WIKQEGPEYW. The MHC is HLA-DQA10501-DQB10201 with pseudo-sequence HLA-DQA10501-DQB10201. The binding affinity (normalized) is 0.380.